This data is from Reaction yield outcomes from USPTO patents with 853,638 reactions. The task is: Predict the reaction yield, written as a fraction of the theoretical maximum amount of product (1.0 means a 100% yield; for example, 0.34 means a 34% yield). (1) The reactants are Br[C:2]1[C:3](=[O:25])[O:4][C:5]2[C:10]([CH:11]=1)=[CH:9][CH:8]=[C:7]([CH:12]1[CH2:17][CH2:16][N:15]([C:18]([O:20][C:21]([CH3:24])([CH3:23])[CH3:22])=[O:19])[CH2:14][CH2:13]1)[CH:6]=2.[CH3:26][C:27]1[C:28]2[N:29]([N:34]=[C:35]([Sn](C)(C)C)[CH:36]=2)[CH:30]=[C:31]([CH3:33])[N:32]=1.[Li+].[Cl-].C1COCC1. The catalyst is [Pd].C1(P(C2C=CC=CC=2)C2C=CC=CC=2)C=CC=CC=1.C1(P(C2C=CC=CC=2)C2C=CC=CC=2)C=CC=CC=1.C1(P(C2C=CC=CC=2)C2C=CC=CC=2)C=CC=CC=1.C1(P(C2C=CC=CC=2)C2C=CC=CC=2)C=CC=CC=1. The product is [CH3:26][C:27]1[C:28]2[N:29]([N:34]=[C:35]([C:2]3[C:3](=[O:25])[O:4][C:5]4[C:10]([CH:11]=3)=[CH:9][CH:8]=[C:7]([CH:12]3[CH2:17][CH2:16][N:15]([C:18]([O:20][C:21]([CH3:24])([CH3:23])[CH3:22])=[O:19])[CH2:14][CH2:13]3)[CH:6]=4)[CH:36]=2)[CH:30]=[C:31]([CH3:33])[N:32]=1. The yield is 0.860. (2) The reactants are [Cl:1][C:2]1[CH:7]=[CH:6][C:5]([N:8]2[C:13]([CH3:15])([CH3:14])[C:12](=O)[NH:11][CH2:10][C:9]2=O)=[CH:4][CH:3]=1.[H-].[H-].[H-].[H-].[Li+].[Al+3]. The catalyst is C1COCC1. The product is [Cl:1][C:2]1[CH:3]=[CH:4][C:5]([N:8]2[CH2:9][CH2:10][NH:11][CH2:12][C:13]2([CH3:15])[CH3:14])=[CH:6][CH:7]=1. The yield is 0.950. (3) The reactants are [F:1][C:2]1[CH:3]=[CH:4][C:5]([O:10][C:11]2[CH:12]=[C:13]3[C:17](=[CH:18][CH:19]=2)[N:16]([CH2:20][CH:21]=O)[N:15]=[CH:14]3)=[C:6]([CH:9]=1)[C:7]#[N:8].C(O[BH-](OC(=O)C)OC(=O)C)(=O)C.[C:36]([O:40][C:41]([N:43]1[CH2:48][CH2:47][NH:46][CH2:45][CH2:44]1)=[O:42])([CH3:39])([CH3:38])[CH3:37]. The catalyst is ClC(Cl)C. The product is [C:36]([O:40][C:41]([N:43]1[CH2:48][CH2:47][N:46]([CH2:21][CH2:20][N:16]2[C:17]3[C:13](=[CH:12][C:11]([O:10][C:5]4[CH:4]=[CH:3][C:2]([F:1])=[CH:9][C:6]=4[C:7]#[N:8])=[CH:19][CH:18]=3)[CH:14]=[N:15]2)[CH2:45][CH2:44]1)=[O:42])([CH3:39])([CH3:37])[CH3:38]. The yield is 0.600. (4) The reactants are Cl[C:2]1[N:3]=[C:4]2[CH:12]=[CH:11][N:10]=[CH:9][C:5]2=[N:6][C:7]=1[Cl:8].[CH:13]1([NH2:16])[CH2:15][CH2:14]1.CCN(C(C)C)C(C)C. The catalyst is O1CCOCC1. The product is [Cl:8][C:7]1[N:6]=[C:5]2[CH:9]=[N:10][CH:11]=[CH:12][C:4]2=[N:3][C:2]=1[NH:16][CH:13]1[CH2:15][CH2:14]1. The yield is 0.800. (5) The reactants are [C:1]([NH:4][C:5]1[CH:32]=[CH:31][C:8]([C:9]([NH:11][C:12]2[N:21]3[CH2:22][CH2:23][N:24]=[C:20]3[C:19]3[CH:18]=[CH:17][C:16]([N:25]4[CH2:30][CH2:29][O:28][CH2:27][CH2:26]4)=[CH:15][C:14]=3[N:13]=2)=[O:10])=[CH:7][N:6]=1)(=[O:3])[CH3:2].[ClH:33]. The catalyst is O1CCOCC1. The product is [ClH:33].[C:1]([NH:4][C:5]1[CH:32]=[CH:31][C:8]([C:9]([NH:11][C:12]2[N:21]3[CH2:22][CH2:23][N:24]=[C:20]3[C:19]3[CH:18]=[CH:17][C:16]([N:25]4[CH2:30][CH2:29][O:28][CH2:27][CH2:26]4)=[CH:15][C:14]=3[N:13]=2)=[O:10])=[CH:7][N:6]=1)(=[O:3])[CH3:2]. The yield is 0.780. (6) The reactants are [NH2:1][C:2]1[CH:7]=[C:6]([CH3:8])[CH:5]=[CH:4][C:3]=1[NH:9][C:10]([C@H:12]1[CH2:17][C@H:16]([NH:18][C:19]([C:21]2[CH:30]=[CH:29][C:24]3[O:25][CH2:26][CH2:27][O:28][C:23]=3[CH:22]=2)=[O:20])[CH2:15][CH2:14][N:13]1[C:31](OC(C)(C)C)=O)=O.C=O.C([BH3-])#N.[Na+]. The catalyst is C(O)(=O)C.O.CO.C1COCC1. The product is [CH3:31][N:13]1[CH2:14][CH2:15][C@@H:16]([NH:18][C:19]([C:21]2[CH:30]=[CH:29][C:24]3[O:25][CH2:26][CH2:27][O:28][C:23]=3[CH:22]=2)=[O:20])[CH2:17][C@@H:12]1[C:10]1[NH:1][C:2]2[CH:7]=[C:6]([CH3:8])[CH:5]=[CH:4][C:3]=2[N:9]=1. The yield is 0.780. (7) The reactants are [C:1]([O:5][C:6]([N:8]1[CH2:26][CH2:25][N:11]2[C:12]3[CH:13]=[CH:14][CH:15]=[CH:16][C:17]=3[C:18]([C:19](=[O:24])C(F)(F)F)=[C:10]2[CH2:9]1)=[O:7])([CH3:4])([CH3:3])[CH3:2].[H-].[Na+].[OH2:29]. The catalyst is CN(C)C=O.COC(C)(C)C. The product is [C:1]([O:5][C:6]([N:8]1[CH2:26][CH2:25][N:11]2[C:12]3[CH:13]=[CH:14][CH:15]=[CH:16][C:17]=3[C:18]([C:19]([OH:24])=[O:29])=[C:10]2[CH2:9]1)=[O:7])([CH3:2])([CH3:3])[CH3:4]. The yield is 0.860.